From a dataset of Retrosynthesis with 50K atom-mapped reactions and 10 reaction types from USPTO. Predict the reactants needed to synthesize the given product. (1) Given the product CC[C@@H]1N(C(=O)OCc2ccccc2)CC[C@@]1(O)CC, predict the reactants needed to synthesize it. The reactants are: CC[C@H]1C(=O)CCN1C(=O)OCc1ccccc1.CC[Mg+]. (2) Given the product COc1cccc(C2(O)CCCN(C(=O)c3ccc([N+](=O)[O-])cc3)C2)c1, predict the reactants needed to synthesize it. The reactants are: COc1cccc(C2(O)CCCNC2)c1.O=C(Cl)c1ccc([N+](=O)[O-])cc1.